This data is from Reaction yield outcomes from USPTO patents with 853,638 reactions. The task is: Predict the reaction yield, written as a fraction of the theoretical maximum amount of product (1.0 means a 100% yield; for example, 0.34 means a 34% yield). (1) The reactants are Cl.Cl.C[C@H]1CCCN1[C@@H]1CCNC1.C([N:21]1[CH2:26][CH2:25][CH:24]([N:27]2[CH2:31][CH2:30][CH2:29][C@@H:28]2[CH3:32])[CH2:23][CH2:22]1)(OC(C)(C)C)=O.S(C1C=CC(C)=CC=1)([O-])(=O)=O.C[C@H]1CCCN1. No catalyst specified. The product is [CH3:32][C@H:28]1[CH2:29][CH2:30][CH2:31][N:27]1[CH:24]1[CH2:25][CH2:26][NH:21][CH2:22][CH2:23]1. The yield is 0.950. (2) The reactants are [N+:1]([CH2:3][C:4]([O:6][CH2:7][CH3:8])=[O:5])#[C-:2].[CH2:9]1[CH2:19][CH2:18]N2C(=NCCC2)CC1.C=[O:21].C1C[O:25][CH2:24][CH2:23]1. No catalyst specified. The product is [NH:1]1[CH:2]=[C:19]([C:18]([O:25][CH2:24][CH3:23])=[O:21])[CH:9]=[C:3]1[C:4]([O:6][CH2:7][CH3:8])=[O:5]. The yield is 0.260.